From a dataset of Experimentally validated miRNA-target interactions with 360,000+ pairs, plus equal number of negative samples. Binary Classification. Given a miRNA mature sequence and a target amino acid sequence, predict their likelihood of interaction. (1) The miRNA is hsa-miR-3686 with sequence AUCUGUAAGAGAAAGUAAAUGA. The protein sequence of the target gene is MPKRKVSSAEGAAKEEPKRRSARLSAKPPAKVEAKPKKAAAKDKSSDKKVQTKGKRGAKGKQAEVANQETKEDLPAENGETKTEESPASDEAGEKEAKSD. Result: 1 (interaction). (2) The miRNA is hsa-miR-92a-3p with sequence UAUUGCACUUGUCCCGGCCUGU. The protein sequence of the target gene is MGDMKTPDFDDLLAAFDIPDIDANEAIHSGPEENEGPGGPGKPEPGVGSESEDTAAASAGDGPGVPAQASDHGLPPPDISVVSVIVKNTVCPEQSEALAGGSAGDGAQAAGVTKEGPVGPHRMQNGFGSPEPSLPGTPHSPAPPSGGTWKEKGMEGKTPLDLFAHFGPEPGDHSDPLPPSAPSPTREGALTPPPFPSSFELAQENGPGMQPPVSSPPLGALKQESCSPHHPQVLAQQGSGSSPKATDIPASASPPPVAGVPFFKQSPGHQSPLASPKVPVCQPLKEEDDDEGPVDKSSPG.... Result: 1 (interaction). (3) The miRNA is hsa-miR-3160-3p with sequence AGAGCUGAGACUAGAAAGCCCA. The protein sequence of the target gene is MNTADQARVGPADDGPAPSGEEEGEGGGEAGGKEPAADAAPGPSAAFRLMVTRREPAVKLQYAVSGLEPLAWSEDHRVSVSTARSIAVLELICDVHNPGQDLVIHRTSVPAPLNSCLLKVGSKTEVAECKEKFAASKDPTVSQTFMLDRVFNPEGKALPPMRGFKYTSWSPMGCDANGRCLLAALTMDNRLTIQANLNRLQWVQLVDLTEIYGERLYETSYRLSKNEAPEGNLGDFAEFQRRHSMQTPVRMEWSGICTTQQVKHNNECRDVGSVLLAVLFENGNIAVWQFQLPFVGKESI.... Result: 1 (interaction). (4) Result: 1 (interaction). The protein sequence of the target gene is MSSDSELAVFGEAAPFLRKSERERIEAQNRPFDAKTSVFVAEPKESFVKGTIQSREGGKVTVKTEGGATLTVKDDQVFPMNPPKYDKIEDMAMMTHLHEPAVLYNLKERYAAWMIYTYSGLFCVTVNPYKWLPVYKPEVVTAYRGKKRQEAPPHIFSISDNAYQFMLTDRENQSILITGESGAGKTVNTKRVIQYFATIAVTGEKKKEEITSGKIQGTLEDQIISANPLLEAFGNAKTVRNDNSSRFGKFIRIHFGTTGKLASADIETYLLEKSRVVFQLKAERSYHIFYQITSNKKPEL.... The miRNA is hsa-miR-9500 with sequence AAGGGAAGAUGGUGACCAC. (5) The miRNA is hsa-miR-7158-3p with sequence CUGAACUAGAGAUUGGGCCCA. The protein sequence of the target gene is MDESALLDLLECPVCLERLDASAKVLPCQHTFCKRCLLGIVGSRNELRCPECRTLVGSGVDELPSNILLVRLLDGIKQRPWKPGPGGGGGTTCTNTLRAQGSTVVNCGSKDLQSSQCGQQPRVQAWSPPVRGIPQLPCAKALYNYEGKEPGDLKFSKGDIIILRRQVDENWYHGEVSGVHGFFPTNFVQIIKPLPQPPPQCKALYDFEVKDKEADKDCLPFAKDDVLTVIRRVDENWAEGMLADKIGIFPISYVEFNSAAKQLIEWDKPPVPGVDTAECPSATAQSTSASKHPDTKKNTR.... Result: 0 (no interaction). (6) The miRNA is mmu-miR-804 with sequence UGUGAGUUGUUCCUCACCUGGA. The protein sequence of the target gene is MYRSSARSSVSSHRPKDDGGGGPRSGRSSGSSSGPARRSSPPPPPSGSSSRTPARRPRSPSGHRGRRASPSPPRGRRVSPSPPRARRGSPSPPRGRRLFPPGPAGFRGSSRGESRADYARDGRGDHPGDSGSRRRSPGLCSDSLEKSLRITVGNDHFCVSTPERRRLSDRLGSPVDNLEDMDRDDLTDDSVFTRSSQCSRGLERYISQEEGPLSPFLGQLDEDYRTKETFLHRSDYSPHISCHDELLRGTERNREKLKGYSIRSEERSREAKRPRYDDTVKINSMGGDHPSFTSGTRNYR.... Result: 0 (no interaction).